From a dataset of NCI-60 drug combinations with 297,098 pairs across 59 cell lines. Regression. Given two drug SMILES strings and cell line genomic features, predict the synergy score measuring deviation from expected non-interaction effect. (1) Drug 1: C1=NC2=C(N1)C(=S)N=C(N2)N. Drug 2: CC=C1C(=O)NC(C(=O)OC2CC(=O)NC(C(=O)NC(CSSCCC=C2)C(=O)N1)C(C)C)C(C)C. Cell line: HCC-2998. Synergy scores: CSS=63.3, Synergy_ZIP=-2.32, Synergy_Bliss=-4.40, Synergy_Loewe=-14.4, Synergy_HSA=-2.39. (2) Drug 1: C1=C(C(=O)NC(=O)N1)F. Drug 2: C1=CC(=CC=C1C#N)C(C2=CC=C(C=C2)C#N)N3C=NC=N3. Cell line: HT29. Synergy scores: CSS=24.4, Synergy_ZIP=1.41, Synergy_Bliss=-4.99, Synergy_Loewe=-9.48, Synergy_HSA=-5.94. (3) Drug 1: C1=CC=C(C(=C1)C(C2=CC=C(C=C2)Cl)C(Cl)Cl)Cl. Drug 2: CC1CCCC2(C(O2)CC(NC(=O)CC(C(C(=O)C(C1O)C)(C)C)O)C(=CC3=CSC(=N3)C)C)C. Cell line: DU-145. Synergy scores: CSS=38.4, Synergy_ZIP=2.30, Synergy_Bliss=-1.68, Synergy_Loewe=-38.1, Synergy_HSA=-3.67.